This data is from Drug-target binding data from BindingDB using IC50 measurements. The task is: Regression. Given a target protein amino acid sequence and a drug SMILES string, predict the binding affinity score between them. We predict pIC50 (pIC50 = -log10(IC50 in M); higher means more potent). Dataset: bindingdb_ic50. (1) The small molecule is Cc1ncc(F)cc1NC(=O)C[C@H](C(=O)N[C@@H]1C(=O)N2CC3(CC3)CN2C(=O)c2ccccc21)C1CC1. The target protein (Q9JJF9) has sequence MGLLHSLHAPAAALLWSCLLGLAAAQEAILHASTNGVSSLSKDYCMYYNNNWTRLPSSLENATSLSLMNLTGTALCHLSDIPPDGIRNKAVVVHWGPCHFLEKARIAQEGGAAALLIANNSVLIPSSRNKSTFQNVTVLIAVITQKDFKDMKETLGDDITVKMYSPSWPNFDYTLVVIFVIAVFTVALGGYWSGLIELENMKSVEDAEDRETRKKKDDYLTFSPLTVVVFVVICCIMIVLLYFFYRWLVYVMIAIFCIASSMSLYNCLSALIHRMPCGQCTILCCGKNIKVSLIFLSGLCISVAVVWAVFRNEDRWAWILQDILGIAFCLNLIKTMKLPNFMSCVILLGLLLIYDVFFVFITPFITKNGESIMVELAAGPFENAEKLPVVIRVPKLMGYSVMSVCSVPVSVLGFGDIIVPGLLIAYCRRFDVQTGSSIYYISSTIAYAVGMIITFVVLMVMKTGQPALLYLVPCTLITVSVVAWSRKEMKKFWKGSSYQV.... The pIC50 is 6.9. (2) The compound is CC(C)(C)CNc1nc(-c2ccccc2Cl)c2c(n1)N(c1c(Cl)cccc1Cl)C(=O)NC2. The target protein (P47811) has sequence MSQERPTFYRQELNKTIWEVPERYQNLSPVGSGAYGSVCAAFDTKTGHRVAVKKLSRPFQSIIHAKRTYRELRLLKHMKHENVIGLLDVFTPARSLEEFNDVYLVTHLMGADLNNIVKCQKLTDDHVQFLIYQILRGLKYIHSADIIHRDLKPSNLAVNEDCELKILDFGLARHTDDEMTGYVATRWYRAPEIMLNWMHYNQTVDIWSVGCIMAELLTGRTLFPGTDHIDQLKLILRLVGTPGAELLKKISSESARNYIQSLAQMPKMNFANVFIGANPLAVDLLEKMLVLDSDKRITAAQALAHAYFAQYHDPDDEPVADPYDQSFESRDLLIDEWKSLTYDEVISFVPPPLDQEEMES. The pIC50 is 9.1.